Dataset: Forward reaction prediction with 1.9M reactions from USPTO patents (1976-2016). Task: Predict the product of the given reaction. (1) Given the reactants [NH2:1][CH2:2][C@@H:3]1[O:7][C:6](=[O:8])[N:5]([C:9]2[CH:14]=[CH:13][C:12]([N:15]3[CH2:20][CH2:19][O:18][CH2:17][C:16]3=[O:21])=[CH:11][CH:10]=2)[CH2:4]1.[CH:22](O)=[O:23], predict the reaction product. The product is: [O:8]=[C:6]1[N:5]([C:9]2[CH:14]=[CH:13][C:12]([N:15]3[CH2:20][CH2:19][O:18][CH2:17][C:16]3=[O:21])=[CH:11][CH:10]=2)[CH2:4][C@H:3]([CH2:2][NH:1][CH:22]=[O:23])[O:7]1. (2) Given the reactants [Cl:1][C:2]1[CH:7]=[C:6]([Cl:8])[CH:5]=[CH:4][C:3]=1[C:9]1[C:10]([N+:16]([O-:18])=[O:17])=[N:11][CH:12]=[C:13](Br)[N:14]=1.NCCN(C)C1C=[CH:27][C:26]([N+:29]([O-:31])=[O:30])=[CH:25]N=1.C([N:36]([CH:39]([CH3:41])[CH3:40])[CH2:37][CH3:38])(C)C.[CH3:42][N:43](C=O)C, predict the reaction product. The product is: [Cl:1][C:2]1[CH:7]=[C:6]([Cl:8])[CH:5]=[CH:4][C:3]=1[C:9]1[N:14]=[C:13]([CH2:42][NH:43][CH2:38][CH2:37][NH:36][C:39]2[CH:40]=[CH:27][C:26]([N+:29]([O-:31])=[O:30])=[CH:25][CH:41]=2)[CH:12]=[N:11][C:10]=1[N+:16]([O-:18])=[O:17]. (3) The product is: [CH3:25][N:26]1[C:29]([C:16]([O:17][CH3:22])=[O:19])=[C:7]2[C:11]([CH:12]=[C:4]([N+:1]([O-:3])=[O:2])[CH:5]=[CH:6]2)=[N:10]1. Given the reactants [N+:1]([C:4]1[CH:12]=[C:11]2[C:7](C(C(O)=O)=N[NH:10]2)=[CH:6][CH:5]=1)([O-:3])=[O:2].[C:16](=[O:19])([O-])[O-:17].[K+].[K+].[CH3:22]I.O.[CH3:25][N:26]([CH3:29])C=O, predict the reaction product. (4) Given the reactants [NH:1]1[C:9]2[C:4](=[CH:5][CH:6]=[CH:7][CH:8]=2)[CH:3]=[CH:2]1.[Br:10][CH2:11][CH2:12]Br, predict the reaction product. The product is: [Br:10][CH2:11][CH2:12][N:1]1[C:9]2[C:4](=[CH:5][CH:6]=[CH:7][CH:8]=2)[CH:3]=[CH:2]1. (5) The product is: [Cl:1][C:2]1[CH:3]=[C:4]([C:9]2[CH:10]=[CH:11][C:12](/[CH:15]=[CH:16]/[CH2:17][O:18][C:32]3[CH:31]=[CH:30][C:29]([CH2:28][C@H:22]([O:21][CH2:19][CH3:20])[C:23]([O:25][CH2:26][CH3:27])=[O:24])=[CH:34][CH:33]=3)=[CH:13][CH:14]=2)[CH:5]=[C:6]([Cl:8])[CH:7]=1. Given the reactants [Cl:1][C:2]1[CH:3]=[C:4]([C:9]2[CH:14]=[CH:13][C:12](/[CH:15]=[CH:16]/[CH2:17][OH:18])=[CH:11][CH:10]=2)[CH:5]=[C:6]([Cl:8])[CH:7]=1.[CH2:19]([O:21][C@@H:22]([CH2:28][C:29]1[CH:34]=[CH:33][C:32](O)=[CH:31][CH:30]=1)[C:23]([O:25][CH2:26][CH3:27])=[O:24])[CH3:20], predict the reaction product.